From a dataset of Forward reaction prediction with 1.9M reactions from USPTO patents (1976-2016). Predict the product of the given reaction. (1) Given the reactants [CH3:1][O:2][C:3]([C:5]1[CH:6]=[C:7]([C:11]2[CH:16]=[CH:15][C:14]([N+:17]([O-])=O)=[C:13]([CH:20]=[CH:21][C:22]([O:24]C)=O)[N:12]=2)[CH:8]=[N:9][CH:10]=1)=[O:4].CC(O)=O, predict the reaction product. The product is: [CH3:1][O:2][C:3](=[O:4])[C:5]1[CH:6]=[C:7]([C:11]2[CH:16]=[CH:15][C:14]3[NH:17][C:22](=[O:24])[CH2:21][CH2:20][C:13]=3[N:12]=2)[CH:8]=[N:9][CH:10]=1. (2) Given the reactants [N:1]([CH2:4][C:5]([O:7]CC)=[O:6])=[C:2]=[O:3].Cl.O1CCOCC1.[CH3:17][C:18]1([OH:23])[CH2:22][CH2:21][CH2:20][CH2:19]1.[OH-].[Na+], predict the reaction product. The product is: [CH3:17][C:18]1([O:23][C:2]([NH:1][CH2:4][C:5]([OH:7])=[O:6])=[O:3])[CH2:22][CH2:21][CH2:20][CH2:19]1. (3) Given the reactants Cl[C:2]([O:4][CH2:5][CH2:6][CH3:7])=[O:3].[NH2:8][C:9]1[N:14]=[N:13][C:12]([N:15]2[CH2:20][CH2:19][N:18]([C:21]([C:23]3[CH:28]=[CH:27][CH:26]=[CH:25][C:24]=3[C:29]([F:32])([F:31])[F:30])=[O:22])[CH2:17][CH2:16]2)=[CH:11][CH:10]=1, predict the reaction product. The product is: [CH2:5]([O:4][C:2](=[O:3])[NH:8][C:9]1[N:14]=[N:13][C:12]([N:15]2[CH2:16][CH2:17][N:18]([C:21](=[O:22])[C:23]3[CH:28]=[CH:27][CH:26]=[CH:25][C:24]=3[C:29]([F:32])([F:31])[F:30])[CH2:19][CH2:20]2)=[CH:11][CH:10]=1)[CH2:6][CH3:7]. (4) Given the reactants C1(N=C=NC2CCCCC2)CCCCC1.[F:16][C:17]1[CH:22]=[CH:21][CH:20]=[CH:19][C:18]=1[CH2:23][C:24]([OH:26])=O.[CH3:27][C:28]1(C)[O:35]C(=O)[CH2:32][C:30](=O)[O:29]1, predict the reaction product. The product is: [F:16][C:17]1[CH:22]=[CH:21][CH:20]=[CH:19][C:18]=1[CH2:23][C:24](=[O:26])[CH2:27][C:28]([O:29][CH2:30][CH3:32])=[O:35]. (5) Given the reactants [O:1]=[C:2]1[NH:6][CH2:5][CH2:4][N:3]1[C@@H:7]1[CH2:12][CH2:11][CH2:10][N:9]([C:13]([O:15][C:16]([CH3:19])([CH3:18])[CH3:17])=[O:14])[CH2:8]1.[H-].[Na+].I[CH3:23], predict the reaction product. The product is: [CH3:23][N:6]1[CH2:5][CH2:4][N:3]([C@@H:7]2[CH2:12][CH2:11][CH2:10][N:9]([C:13]([O:15][C:16]([CH3:19])([CH3:18])[CH3:17])=[O:14])[CH2:8]2)[C:2]1=[O:1]. (6) Given the reactants [C:1]1([CH3:9])[CH:6]=[CH:5][C:4]([CH:7]=[O:8])=[CH:3][CH:2]=1.[CH3:10]/[C:11](/[C:14]([CH3:16])=O)=[N:12]\O.O=P(Cl)(Cl)[Cl:19], predict the reaction product. The product is: [Cl:19][CH2:10][C:11]1[N:12]=[C:7]([C:4]2[CH:5]=[CH:6][C:1]([CH3:9])=[CH:2][CH:3]=2)[O:8][C:14]=1[CH3:16]. (7) Given the reactants [OH:1][C:2]1[CH:3]=[CH:4][C:5]2[S:10][C:9]([C:11]3[CH:16]=[CH:15][CH:14]=[CH:13][N:12]=3)=[N:8][C:7](=[O:17])[C:6]=2[CH:18]=1.[CH2:19](Br)[C:20]1[CH:25]=[CH:24][CH:23]=[CH:22][CH:21]=1.C(=O)([O-])[O-].[K+].[K+].CN(C=O)C, predict the reaction product. The product is: [CH2:19]([O:1][C:2]1[CH:3]=[CH:4][C:5]2[S:10][C:9]([C:11]3[CH:16]=[CH:15][CH:14]=[CH:13][N:12]=3)=[N:8][C:7](=[O:17])[C:6]=2[CH:18]=1)[C:20]1[CH:25]=[CH:24][CH:23]=[CH:22][CH:21]=1. (8) Given the reactants ClC1C=CC2N(CC3C=CC(OC)=CC=3OC)C(=O)[C@@H](CC(OCC)=O)O[C@H](C3C=CC=C(OC(F)F)C=3Cl)C=2C=1.[Cl:42][C:43]1[CH:48]=[CH:47][C:46]([N:49]([CH2:59][C:60]2[CH:65]=[CH:64][C:63]([O:66][CH3:67])=[CH:62][C:61]=2[O:68][CH3:69])[C:50](=[O:58])/[CH:51]=[CH:52]/[C:53]([O:55][CH2:56][CH3:57])=[O:54])=[C:45]([CH:70]([C:72]2[CH:77]=[CH:76][CH:75]=[C:74]([O:78][C:79]([F:82])([F:81])[F:80])[C:73]=2[Cl:83])[OH:71])[CH:44]=1, predict the reaction product. The product is: [Cl:42][C:43]1[CH:48]=[CH:47][C:46]2[N:49]([CH2:59][C:60]3[CH:65]=[CH:64][C:63]([O:66][CH3:67])=[CH:62][C:61]=3[O:68][CH3:69])[C:50](=[O:58])[C@@H:51]([CH2:52][C:53]([O:55][CH2:56][CH3:57])=[O:54])[O:71][C@H:70]([C:72]3[CH:77]=[CH:76][CH:75]=[C:74]([O:78][C:79]([F:80])([F:81])[F:82])[C:73]=3[Cl:83])[C:45]=2[CH:44]=1.